From a dataset of Forward reaction prediction with 1.9M reactions from USPTO patents (1976-2016). Predict the product of the given reaction. The product is: [Cl:20][C:21]1[CH:27]=[C:26]([C:28]([F:30])([F:31])[F:29])[CH:25]=[CH:24][C:22]=1[NH:23][C:2]1[CH:16]=[C:15]([CH:17]([CH3:19])[CH3:18])[C:5]([C:6]([NH:8][CH2:9][CH:10]2[CH2:14][CH2:13][CH2:12][CH2:11]2)=[O:7])=[CH:4][N:3]=1. Given the reactants Cl[C:2]1[CH:16]=[C:15]([CH:17]([CH3:19])[CH3:18])[C:5]([C:6]([NH:8][CH2:9][CH:10]2[CH2:14][CH2:13][CH2:12][CH2:11]2)=[O:7])=[CH:4][N:3]=1.[Cl:20][C:21]1[CH:27]=[C:26]([C:28]([F:31])([F:30])[F:29])[CH:25]=[CH:24][C:22]=1[NH2:23], predict the reaction product.